Dataset: Forward reaction prediction with 1.9M reactions from USPTO patents (1976-2016). Task: Predict the product of the given reaction. (1) Given the reactants Cl[C:2]1[C:11]([C:12]([OH:14])=[O:13])=[CH:10][C:9]2[C:4](=[CH:5][CH:6]=[C:7]([Cl:15])[CH:8]=2)[N:3]=1.[N+:16]([C:19]1[CH:20]=[C:21]([CH:28]=[CH:29][C:30]=1[OH:31])[CH2:22][C@@H:23]([C:25]([OH:27])=[O:26])[NH2:24])([O-:18])=[O:17], predict the reaction product. The product is: [C:25]([C@@H:23]([NH:24][C:2]1[C:11]([C:12]([OH:14])=[O:13])=[CH:10][C:9]2[C:4](=[CH:5][CH:6]=[C:7]([Cl:15])[CH:8]=2)[N:3]=1)[CH2:22][C:21]1[CH:28]=[CH:29][C:30]([OH:31])=[C:19]([N+:16]([O-:18])=[O:17])[CH:20]=1)([OH:27])=[O:26]. (2) Given the reactants [Cl:1][C:2]1[C:3]([C:27]2[CH:32]=[C:31]([Cl:33])[CH:30]=[CH:29][C:28]=2[C:34]#[N:35])=[CH:4][C:5](=[O:26])[N:6]([CH:8]([CH3:25])[C:9]([NH:11][C:12]2[CH:24]=[CH:23][C:15]([C:16]([O:18]C(C)(C)C)=[O:17])=[CH:14][CH:13]=2)=[O:10])[CH:7]=1.C(O)(C(F)(F)F)=O, predict the reaction product. The product is: [Cl:1][C:2]1[C:3]([C:27]2[CH:32]=[C:31]([Cl:33])[CH:30]=[CH:29][C:28]=2[C:34]#[N:35])=[CH:4][C:5](=[O:26])[N:6]([CH:8]([CH3:25])[C:9]([NH:11][C:12]2[CH:13]=[CH:14][C:15]([C:16]([OH:18])=[O:17])=[CH:23][CH:24]=2)=[O:10])[CH:7]=1. (3) Given the reactants C[O:2][C:3]([C:5]1[S:6][C:7]([C:27]#[C:28][C:29]([CH3:32])([CH3:31])[CH3:30])=[CH:8][C:9]=1[N:10]([C:18]([CH:20]1[CH2:25][CH2:24][CH:23]([CH3:26])[CH2:22][CH2:21]1)=[O:19])[NH:11]C(=O)C(F)(F)F)=[O:4].[OH-].[Na+].Cl, predict the reaction product. The product is: [CH3:30][C:29]([CH3:31])([CH3:32])[C:28]#[C:27][C:7]1[S:6][C:5]([C:3]([OH:4])=[O:2])=[C:9]([N:10]([C:18]([CH:20]2[CH2:21][CH2:22][CH:23]([CH3:26])[CH2:24][CH2:25]2)=[O:19])[NH2:11])[CH:8]=1. (4) Given the reactants [CH2:1]([O:3][C:4](=[O:21])[CH2:5][C:6]1[CH:11]=[C:10]([O:12]CC2C=CC=CC=2)[CH:9]=[CH:8][C:7]=1[Cl:20])[CH3:2], predict the reaction product. The product is: [CH2:1]([O:3][C:4](=[O:21])[CH2:5][C:6]1[CH:11]=[C:10]([OH:12])[CH:9]=[CH:8][C:7]=1[Cl:20])[CH3:2]. (5) Given the reactants [CH2:1]([O:3][C:4](=[O:28])[CH2:5][C:6]1[CH:11]=[CH:10][C:9]([C:12]2[CH:17]=[CH:16][C:15]([C:18]([F:21])([F:20])[F:19])=[CH:14][CH:13]=2)=[C:8]([O:22][CH2:23][C:24]([F:27])([F:26])[F:25])[CH:7]=1)[CH3:2].[H-].[Na+].[CH2:31](Br)[CH:32]([CH3:34])[CH3:33].[Cl-].[NH4+], predict the reaction product. The product is: [CH2:1]([O:3][C:4](=[O:28])[CH:5]([C:6]1[CH:11]=[CH:10][C:9]([C:12]2[CH:13]=[CH:14][C:15]([C:18]([F:21])([F:20])[F:19])=[CH:16][CH:17]=2)=[C:8]([O:22][CH2:23][C:24]([F:26])([F:27])[F:25])[CH:7]=1)[CH2:31][CH:32]([CH3:34])[CH3:33])[CH3:2]. (6) Given the reactants C(O[C:4](=[O:28])[C:5]([NH:7][C:8]1[CH:13]=[CH:12][C:11]([C:14](=[O:27])[CH:15]=[CH:16][C:17]2[CH:26]=[N:25][C:24]3[C:19](=[CH:20][CH:21]=[CH:22][CH:23]=3)[N:18]=2)=[CH:10][CH:9]=1)=[O:6])C.[N:29]1([CH2:35][CH2:36][NH2:37])[CH2:34][CH2:33][O:32][CH2:31][CH2:30]1, predict the reaction product. The product is: [N:29]1([CH2:35][CH2:36][NH:37][C:4](=[O:28])[C:5]([NH:7][C:8]2[CH:13]=[CH:12][C:11]([C:14](=[O:27])[CH:15]=[CH:16][C:17]3[CH:26]=[N:25][C:24]4[C:19](=[CH:20][CH:21]=[CH:22][CH:23]=4)[N:18]=3)=[CH:10][CH:9]=2)=[O:6])[CH2:34][CH2:33][O:32][CH2:31][CH2:30]1. (7) Given the reactants [C:1]([O:5][C:6]([N:8]1[CH2:16][C:15]2[C:10](=[CH:11][CH:12]=[C:13]([NH:17][C:18]3[CH:23]=[CH:22][CH:21]=[CH:20][C:19]=3[N+:24]([O-])=O)[CH:14]=2)[CH2:9]1)=[O:7])([CH3:4])([CH3:3])[CH3:2], predict the reaction product. The product is: [NH2:24][C:19]1[CH:20]=[CH:21][CH:22]=[CH:23][C:18]=1[NH:17][C:13]1[CH:14]=[C:15]2[C:10](=[CH:11][CH:12]=1)[CH2:9][N:8]([C:6]([O:5][C:1]([CH3:4])([CH3:3])[CH3:2])=[O:7])[CH2:16]2. (8) Given the reactants I[C:2]1[CH:3]=[CH:4][C:5]([O:12][CH2:13][CH2:14][N:15]2[CH2:19][CH2:18][CH2:17][CH2:16]2)=[C:6]([CH:11]=1)[C:7]([O:9][CH3:10])=[O:8].[Cl:20][C:21]1[CH:26]=[CH:25][C:24]([C:27]2[CH:28]=[CH:29][C:30]([C:33]#[CH:34])=[N:31][CH:32]=2)=[CH:23][CH:22]=1, predict the reaction product. The product is: [Cl:20][C:21]1[CH:22]=[CH:23][C:24]([C:27]2[CH:28]=[CH:29][C:30]([C:33]#[C:34][C:2]3[CH:3]=[CH:4][C:5]([O:12][CH2:13][CH2:14][N:15]4[CH2:19][CH2:18][CH2:17][CH2:16]4)=[C:6]([CH:11]=3)[C:7]([O:9][CH3:10])=[O:8])=[N:31][CH:32]=2)=[CH:25][CH:26]=1. (9) Given the reactants [O:1]=[C:2]([N:34]1[CH2:39][CH2:38][NH:37][CH2:36][CH2:35]1)[CH2:3][NH:4][C:5]([C:7]1[CH:11]=[C:10]([O:12][CH2:13][C:14]([N:16]2[CH2:20][CH2:19][CH2:18][C@H:17]2[C:21](=[O:27])[NH:22][CH:23]2[CH2:26][CH2:25][CH2:24]2)=[O:15])[N:9]([C:28]2[CH:33]=[CH:32][CH:31]=[CH:30][CH:29]=2)[N:8]=1)=[O:6].N1C=CC=CC=1.[C:46](Cl)(=[O:51])[CH2:47][CH2:48][CH2:49][CH3:50], predict the reaction product. The product is: [O:1]=[C:2]([N:34]1[CH2:39][CH2:38][N:37]([C:46](=[O:51])[CH2:47][CH2:48][CH2:49][CH3:50])[CH2:36][CH2:35]1)[CH2:3][NH:4][C:5]([C:7]1[CH:11]=[C:10]([O:12][CH2:13][C:14]([N:16]2[CH2:20][CH2:19][CH2:18][C@H:17]2[C:21](=[O:27])[NH:22][CH:23]2[CH2:24][CH2:25][CH2:26]2)=[O:15])[N:9]([C:28]2[CH:29]=[CH:30][CH:31]=[CH:32][CH:33]=2)[N:8]=1)=[O:6]. (10) Given the reactants [NH2:1][C:2]1[CH:7]=[CH:6][CH:5]=[CH:4][CH:3]=1.CC(C)([O-])C.[Na+].O1CCOCC1.[C:20]([NH:28][C:29]1[CH:38]=[C:37](Br)[CH:36]=[CH:35][C:30]=1[C:31]([O:33][CH3:34])=[O:32])(=[O:27])[C:21]1[CH:26]=[CH:25][CH:24]=[CH:23][CH:22]=1, predict the reaction product. The product is: [NH:1]([C:37]1[CH:36]=[CH:35][C:30]([C:31]([O:33][CH3:34])=[O:32])=[C:29]([NH:28][C:20](=[O:27])[C:21]2[CH:26]=[CH:25][CH:24]=[CH:23][CH:22]=2)[CH:38]=1)[C:2]1[CH:7]=[CH:6][CH:5]=[CH:4][CH:3]=1.